Dataset: Catalyst prediction with 721,799 reactions and 888 catalyst types from USPTO. Task: Predict which catalyst facilitates the given reaction. (1) Reactant: C([N:14]1[CH2:17][CH:16]([CH2:18][O:19][C:20]2[CH:25]=[CH:24][C:23]([C:26]3([CH2:32][N:33]4[CH2:38][CH2:37][O:36][CH2:35][CH2:34]4)[CH2:31][CH2:30][O:29][CH2:28][CH2:27]3)=[CH:22][CH:21]=2)[CH2:15]1)(C1C=CC=CC=1)C1C=CC=CC=1.Cl.C(=O)([O-])[O-].[Na+].[Na+]. Product: [NH:14]1[CH2:15][CH:16]([CH2:18][O:19][C:20]2[CH:25]=[CH:24][C:23]([C:26]3([CH2:32][N:33]4[CH2:34][CH2:35][O:36][CH2:37][CH2:38]4)[CH2:31][CH2:30][O:29][CH2:28][CH2:27]3)=[CH:22][CH:21]=2)[CH2:17]1. The catalyst class is: 261. (2) Reactant: [Cl:1][C:2]1[CH:46]=[CH:45][C:5]2[NH:6][C:7]([C@@H:9]([NH:28][C:29](=[O:44])[C:30]3[CH:35]=[CH:34][C:33]([C:36]([N:38]4[CH2:42][CH2:41][CH2:40][CH2:39]4)=[O:37])=[C:32]([CH3:43])[CH:31]=3)[CH2:10][CH2:11][C:12]([N:14]3[CH2:18][CH2:17][CH2:16][C@@H:15]3[CH2:19][NH:20]C(OC(C)(C)C)=O)=[O:13])=[N:8][C:4]=2[CH:3]=1.FC(F)(F)C(O)=O.ClCl. Product: [Cl:1][C:2]1[CH:46]=[CH:45][C:5]2[NH:6][C:7]([C@@H:9]([NH:28][C:29](=[O:44])[C:30]3[CH:35]=[CH:34][C:33]([C:36]([N:38]4[CH2:42][CH2:41][CH2:40][CH2:39]4)=[O:37])=[C:32]([CH3:43])[CH:31]=3)[CH2:10][CH2:11][C:12]([N:14]3[CH2:18][CH2:17][CH2:16][C@@H:15]3[CH2:19][NH2:20])=[O:13])=[N:8][C:4]=2[CH:3]=1. The catalyst class is: 13. (3) Reactant: [CH3:1][N:2]([CH3:23])[C:3]1[CH:8]=[CH:7][CH:6]=[C:5]([C:9]([C:14]2[NH:22][C:17]3=[N:18][CH:19]=[CH:20][CH:21]=[C:16]3[CH:15]=2)=[CH:10][CH:11]([CH3:13])[CH3:12])[CH:4]=1.[H][H]. The catalyst class is: 541. Product: [CH3:23][N:2]([CH3:1])[C:3]1[CH:8]=[CH:7][CH:6]=[C:5]([CH:9]([C:14]2[NH:22][C:17]3=[N:18][CH:19]=[CH:20][CH:21]=[C:16]3[CH:15]=2)[CH2:10][CH:11]([CH3:13])[CH3:12])[CH:4]=1.